Dataset: Full USPTO retrosynthesis dataset with 1.9M reactions from patents (1976-2016). Task: Predict the reactants needed to synthesize the given product. (1) Given the product [I:43][C:33]1[CH:32]=[N:31][N:11]2[C:12]([N:14]([CH2:15][O:16][CH2:17][CH2:18][Si:19]([CH3:20])([CH3:21])[CH3:22])[CH2:23][O:24][CH2:25][CH2:26][Si:27]([CH3:28])([CH3:30])[CH3:29])=[CH:13][C:8]([O:7][C:6]3[CH:5]=[CH:4][C:3]([S:2][CH3:1])=[CH:35][CH:34]=3)=[N:9][C:10]=12, predict the reactants needed to synthesize it. The reactants are: [CH3:1][S:2][C:3]1[CH:35]=[CH:34][C:6]([O:7][C:8]2[CH:13]=[C:12]([N:14]([CH2:23][O:24][CH2:25][CH2:26][Si:27]([CH3:30])([CH3:29])[CH3:28])[CH2:15][O:16][CH2:17][CH2:18][Si:19]([CH3:22])([CH3:21])[CH3:20])[N:11]3[N:31]=[CH:32][CH:33]=[C:10]3[N:9]=2)=[CH:5][CH:4]=1.C1C(=O)N([I:43])C(=O)C1. (2) The reactants are: [OH:1][NH2:2].C([O:5][C:6](=O)[CH2:7][CH2:8][CH2:9][CH2:10][CH2:11][CH2:12][N:13]([C:20]1[CH:25]=[C:24]([C:26]2[CH:31]=[CH:30][CH:29]=[CH:28][C:27]=2[F:32])[CH:23]=[CH:22][N:21]=1)[C:14]1[CH:19]=[CH:18][CH:17]=[CH:16][N:15]=1)C. Given the product [OH:1][NH:2][C:6](=[O:5])[CH2:7][CH2:8][CH2:9][CH2:10][CH2:11][CH2:12][N:13]([C:20]1[CH:25]=[C:24]([C:26]2[CH:31]=[CH:30][CH:29]=[CH:28][C:27]=2[F:32])[CH:23]=[CH:22][N:21]=1)[C:14]1[CH:19]=[CH:18][CH:17]=[CH:16][N:15]=1, predict the reactants needed to synthesize it.